From a dataset of Full USPTO retrosynthesis dataset with 1.9M reactions from patents (1976-2016). Predict the reactants needed to synthesize the given product. (1) Given the product [F:24][C:18]1[CH:19]=[C:20]([F:23])[CH:21]=[CH:22][C:17]=1[C:15]1[CH:16]=[C:11]([N:8]2[C:5]3=[N:6][CH:7]=[C:2]([C:39]4[CH:38]=[N:37][N:36]([CH:33]([CH3:35])[CH3:34])[CH:40]=4)[CH:3]=[C:4]3[N:10]=[CH:9]2)[CH:12]=[C:13]([NH:25][S:26]([CH2:29][CH3:30])(=[O:28])=[O:27])[CH:14]=1, predict the reactants needed to synthesize it. The reactants are: Br[C:2]1[CH:3]=[C:4]2[N:10]=[CH:9][N:8]([C:11]3[CH:12]=[C:13]([NH:25][S:26]([CH2:29][CH3:30])(=[O:28])=[O:27])[CH:14]=[C:15]([C:17]4[CH:22]=[CH:21][C:20]([F:23])=[CH:19][C:18]=4[F:24])[CH:16]=3)[C:5]2=[N:6][CH:7]=1.N#N.[CH:33]([N:36]1[CH:40]=[CH:39][C:38](B2OC(C)(C)C(C)(C)O2)=[N:37]1)([CH3:35])[CH3:34].C(=O)([O-])[O-].[Na+].[Na+]. (2) Given the product [NH:43]1[C:38]2[CH:39]=[CH:40][CH:41]=[CH:42][C:37]=2[N:36]=[C:44]1[C:46]1[N:47]=[CH:48][N:49]2[C:54](=[O:55])[N:53]([CH2:56][O:57][CH3:58])[N:52]=[N:51][C:50]=12, predict the reactants needed to synthesize it. The reactants are: S(OS(C(F)(F)F)(=O)=O)(C(F)(F)F)(=O)=O.C1(P(=O)(C2C=CC=CC=2)C2C=CC=CC=2)C=CC=CC=1.[NH2:36][C:37]1[CH:42]=[CH:41][CH:40]=[CH:39][C:38]=1[NH:43][C:44]([C:46]1[N:47]=[CH:48][N:49]2[C:54](=[O:55])[N:53]([CH2:56][O:57][CH3:58])[N:52]=[N:51][C:50]=12)=O. (3) Given the product [CH3:1][O:2][C:3]([C@@H:5]1[CH2:9][C@H:8]([Cl:19])[CH2:7][N:6]1[C:11]([O:13][C:14]([CH3:17])([CH3:16])[CH3:15])=[O:12])=[O:4], predict the reactants needed to synthesize it. The reactants are: [CH3:1][O:2][C:3]([C@@H:5]1[CH2:9][C@@H:8](O)[CH2:7][N:6]1[C:11]([O:13][C:14]([CH3:17])([CH3:16])[CH3:15])=[O:12])=[O:4].C(Cl)[Cl:19].C1(P(C2C=CC=CC=2)C2C=CC=CC=2)C=CC=CC=1.C(Cl)(Cl)(Cl)Cl. (4) Given the product [CH2:5]([O:7][C:8](=[O:19])[C:9]1[CH:14]=[C:13]([CH3:15])[N:1]=[C:2]([SH:3])[C:10]=1[C:11]#[N:12])[CH3:6], predict the reactants needed to synthesize it. The reactants are: [NH2:1][C:2](N)=[S:3].[CH2:5]([O:7][C:8](=[O:19])[C:9]1[CH:14]=[C:13]([CH3:15])[N:12]=[C:11](Cl)[C:10]=1C#N)[CH3:6]. (5) Given the product [CH3:1][O:2][C:3](=[O:29])[CH2:4][O:5][C:6]1[CH:11]=[CH:10][C:9]([S:12]([NH:13][C:14]2[CH:15]=[CH:16][C:17]([N:20]3[CH2:21][CH2:22][CH:23]([NH:30][CH2:31][C@H:32]([OH:33])[C:34]4[CH:35]=[CH:36][C:37]([OH:45])=[C:38]([NH:40][S:41]([CH3:44])(=[O:43])=[O:42])[CH:39]=4)[CH2:24][CH2:25]3)=[CH:18][CH:19]=2)(=[O:28])=[O:27])=[CH:8][CH:7]=1, predict the reactants needed to synthesize it. The reactants are: [CH3:1][O:2][C:3](=[O:29])[CH2:4][O:5][C:6]1[CH:11]=[CH:10][C:9]([S:12](=[O:28])(=[O:27])[NH:13][C:14]2[CH:19]=[CH:18][C:17]([N:20]3[CH2:25][CH2:24][C:23](=O)[CH2:22][CH2:21]3)=[CH:16][CH:15]=2)=[CH:8][CH:7]=1.[NH2:30][CH2:31][C@@H:32]([C:34]1[CH:35]=[CH:36][C:37]([OH:45])=[C:38]([NH:40][S:41]([CH3:44])(=[O:43])=[O:42])[CH:39]=1)[OH:33]. (6) Given the product [CH3:1][N:2]1[C:10]2[C:5](=[CH:6][C:7]([C:11]3[C:12](=[O:14])[NH:18][CH2:17][CH2:16][N:19]=3)=[CH:8][CH:9]=2)[CH:4]=[N:3]1, predict the reactants needed to synthesize it. The reactants are: [CH3:1][N:2]1[C:10]2[C:5](=[CH:6][C:7]([C:11](=O)[C:12]([O-:14])=O)=[CH:8][CH:9]=2)[CH:4]=[N:3]1.[CH2:16]([NH2:19])[CH2:17][NH2:18].S([O-])([O-])(=O)=O.[Na+].[Na+].